Dataset: Tyrosyl-DNA phosphodiesterase HTS with 341,365 compounds. Task: Binary Classification. Given a drug SMILES string, predict its activity (active/inactive) in a high-throughput screening assay against a specified biological target. (1) The result is 1 (active). The drug is N#[CH+].N#[CH+].N#[CH+].N#[CH+].N#[CH+].N#[CH+]. (2) The molecule is O1c2c(OCC1)ccc(NC(=O)c1c(c([nH]c1C)C(OCC)=O)C)c2. The result is 0 (inactive). (3) The compound is o1c2c(c(c1C)C(OCCOC)=O)cc(OCc1c(oc(c1)C(OC)=O)C)cc2. The result is 0 (inactive). (4) The compound is Brc1ccc(NC(=S)NC(=O)COc2cc(c(cc2)C)C)nc1. The result is 0 (inactive).